Dataset: Reaction yield outcomes from USPTO patents with 853,638 reactions. Task: Predict the reaction yield, written as a fraction of the theoretical maximum amount of product (1.0 means a 100% yield; for example, 0.34 means a 34% yield). (1) The yield is 0.870. The catalyst is C1COCC1. The product is [Br:13][C:9]1[C:8]([CH3:14])=[C:7]([N:6]2[C:4](=[O:5])[C:3]3[C:2](=[CH:18][CH:17]=[C:16]([F:19])[CH:15]=3)[NH:1][C:21]2=[O:23])[CH:12]=[CH:11][CH:10]=1. The reactants are [NH2:1][C:2]1[CH:18]=[CH:17][C:16]([F:19])=[CH:15][C:3]=1[C:4]([NH:6][C:7]1[CH:12]=[CH:11][CH:10]=[C:9]([Br:13])[C:8]=1[CH3:14])=[O:5].Cl[C:21](Cl)([O:23]C(=O)OC(Cl)(Cl)Cl)Cl.C([O-])(O)=O.[Na+]. (2) The reactants are [C:1]([O:5][C:6](=[O:30])[CH2:7][C@@H:8]([C:15](N1[C@H](C)[C@H](C2C=CC=CC=2)OC1=O)=[O:16])[CH2:9][C@H:10]([CH3:14])[CH2:11][CH2:12][CH3:13])([CH3:4])([CH3:3])[CH3:2].[Li+].[OH-].OO.S(=O)(O)[O-:36].[Na+].S([O-])([O-])=O.[Na+].[Na+]. The catalyst is O.C1COCC1.CCOCC.CCCCCC. The product is [C:1]([O:5][C:6](=[O:30])[CH2:7][C@H:8]([CH2:9][C@H:10]([CH3:14])[CH2:11][CH2:12][CH3:13])[C:15]([OH:16])=[O:36])([CH3:2])([CH3:3])[CH3:4]. The yield is 0.930. (3) The reactants are [C:1]([O:10][CH3:11])(=[O:9])[C:2]1[C:3](=[CH:5][CH:6]=[CH:7][CH:8]=1)[NH2:4].Br[CH2:13][C:14]([O:16][CH2:17][CH3:18])=[O:15]. The catalyst is O. The product is [CH2:17]([O:16][C:14](=[O:15])[CH2:13][NH:4][C:3]1[CH:5]=[CH:6][CH:7]=[CH:8][C:2]=1[C:1]([O:10][CH3:11])=[O:9])[CH3:18]. The yield is 0.600. (4) The reactants are [CH3:1][NH:2][S:3]([C:6]1[CH:11]=[CH:10][CH:9]=[C:8]([N+:12]([O-])=O)[CH:7]=1)(=[O:5])=[O:4]. The catalyst is C(OCC)(=O)C.[Pd]. The product is [NH2:12][C:8]1[CH:7]=[C:6]([S:3]([NH:2][CH3:1])(=[O:5])=[O:4])[CH:11]=[CH:10][CH:9]=1. The yield is 0.580.